Dataset: Reaction yield outcomes from USPTO patents with 853,638 reactions. Task: Predict the reaction yield, written as a fraction of the theoretical maximum amount of product (1.0 means a 100% yield; for example, 0.34 means a 34% yield). (1) The reactants are Br[C:2]1[CH:7]=[C:6]([O:8][C:9]2[CH:14]=[CH:13][C:12]([S:15]([CH3:18])(=[O:17])=[O:16])=[CH:11][CH:10]=2)[CH:5]=[C:4]([O:19][C@@H:20]([CH3:24])[CH2:21][O:22][CH3:23])[CH:3]=1.[C:25]([O:29][C:30]([N:32]1[CH:36]=[CH:35][CH:34]=[C:33]1B(O)O)=[O:31])([CH3:28])([CH3:27])[CH3:26].C1(P(C2C=CC=CC=2)C2C=CC=CC=2)C=CC=CC=1.C(=O)([O-])[O-].[K+].[K+]. The catalyst is COCCOC.O.C([O-])(=O)C.[Pd+2].C([O-])(=O)C.C(OCC)(=O)C. The product is [CH3:23][O:22][CH2:21][C@H:20]([CH3:24])[O:19][C:4]1[CH:3]=[C:2]([C:33]2[N:32]([C:30]([O:29][C:25]([CH3:28])([CH3:27])[CH3:26])=[O:31])[CH:36]=[CH:35][CH:34]=2)[CH:7]=[C:6]([O:8][C:9]2[CH:14]=[CH:13][C:12]([S:15]([CH3:18])(=[O:17])=[O:16])=[CH:11][CH:10]=2)[CH:5]=1. The yield is 0.940. (2) The reactants are [H-].[Na+].[H][H].F[C:6]1[CH:7]=[C:8]([CH2:17][C:18]([OH:20])=[O:19])[CH:9]=[C:10]([O:15][CH3:16])[C:11]=1[N+:12]([O-:14])=[O:13].[OH-].[Na+].S(=O)(=O)(O)O.[C:28](=O)(O)[O-].[Na+].[CH2:33]([OH:40])[C:34]1[CH:39]=[CH:38][CH:37]=[CH:36][CH:35]=1. The catalyst is CO. The product is [CH2:33]([O:40][C:6]1[CH:7]=[C:8]([CH2:17][C:18]([O:20][CH3:28])=[O:19])[CH:9]=[C:10]([O:15][CH3:16])[C:11]=1[N+:12]([O-:14])=[O:13])[C:34]1[CH:39]=[CH:38][CH:37]=[CH:36][CH:35]=1. The yield is 0.610. (3) The yield is 0.900. The catalyst is C(Cl)Cl.CCOC(C)=O.CN(C=O)C. The reactants are C(O[C:6]([N:8]1[CH2:12][CH2:11][CH2:10][CH:9]1[C:13]1[NH:14][C:15]([C:18]2[S:22][CH:21]3[CH:23]=[C:24]([Br:26])[S:25][CH:20]3[CH:19]=2)=[CH:16][N:17]=1)=[O:7])(C)(C)C.Cl.[CH3:28][O:29][C:30]([NH:32][CH:33]([CH:37]([CH3:39])[CH3:38])C(O)=O)=[O:31].CN(C(ON1N=NC2C=CC=NC1=2)=[N+](C)C)C.F[P-](F)(F)(F)(F)F.CCN(C(C)C)C(C)C. The product is [CH3:28][O:29][C:30](=[O:31])[NH:32][CH:33]([C:6]([N:8]1[CH2:12][CH2:11][CH2:10][CH:9]1[C:13]1[NH:14][C:15]([C:18]2[S:22][CH:21]3[CH:23]=[C:24]([Br:26])[S:25][CH:20]3[CH:19]=2)=[CH:16][N:17]=1)=[O:7])[CH:37]([CH3:39])[CH3:38].